From a dataset of Full USPTO retrosynthesis dataset with 1.9M reactions from patents (1976-2016). Predict the reactants needed to synthesize the given product. (1) The reactants are: Cl[C:2]1[C:3]2[N:10]([CH2:11][C:12]3[CH:13]=[C:14]([CH:19]=[CH:20][CH:21]=3)[C:15]([O:17][CH3:18])=[O:16])[CH:9]=[CH:8][C:4]=2[N:5]=[CH:6][N:7]=1.[Cl:22][C:23]1[CH:24]=[C:25]([CH:27]=[CH:28][C:29]=1[O:30][CH2:31][C:32]1[CH:37]=[CH:36][CH:35]=[C:34]([F:38])[CH:33]=1)[NH2:26]. Given the product [Cl:22][C:23]1[CH:24]=[C:25]([NH:26][C:2]2[C:3]3[N:10]([CH2:11][C:12]4[CH:13]=[C:14]([CH:19]=[CH:20][CH:21]=4)[C:15]([O:17][CH3:18])=[O:16])[CH:9]=[CH:8][C:4]=3[N:5]=[CH:6][N:7]=2)[CH:27]=[CH:28][C:29]=1[O:30][CH2:31][C:32]1[CH:37]=[CH:36][CH:35]=[C:34]([F:38])[CH:33]=1, predict the reactants needed to synthesize it. (2) Given the product [CH:1]1([CH2:4][N:5]2[CH:9]=[CH:8][C:7]([C:10]3[CH:11]=[CH:12][C:13]([CH2:14][NH2:15])=[CH:16][CH:17]=3)=[N:6]2)[CH2:3][CH2:2]1, predict the reactants needed to synthesize it. The reactants are: [CH:1]1([CH2:4][N:5]2[CH:9]=[CH:8][C:7]([C:10]3[CH:17]=[CH:16][C:13]([C:14]#[N:15])=[CH:12][CH:11]=3)=[N:6]2)[CH2:3][CH2:2]1. (3) Given the product [N:19]([C:11]1[CH:10]=[C:9]([CH:14]=[C:13]([C:15]([F:17])([F:18])[F:16])[CH:12]=1)[O:8][CH2:7][CH2:6][N:1]1[CH2:5][CH2:4][CH2:3][CH2:2]1)=[C:25]=[S:26].[NH:22]1[CH:21]=[CH:20][N:24]=[CH:23]1, predict the reactants needed to synthesize it. The reactants are: [N:1]1([CH2:6][CH2:7][O:8][C:9]2[CH:10]=[C:11]([NH2:19])[CH:12]=[C:13]([C:15]([F:18])([F:17])[F:16])[CH:14]=2)[CH2:5][CH2:4][CH:3]=[CH:2]1.[CH:20]1[N:24]=[CH:23][N:22]([C:25](N2C=NC=C2)=[S:26])[CH:21]=1. (4) Given the product [F:33][C:15]1[C:14]2[C:18](=[CH:19][CH:20]=[C:12]([CH2:11][N:8]3[CH2:9][CH2:10][N:5]([S:2]([CH3:1])(=[O:3])=[O:4])[CH2:6][CH2:7]3)[CH:13]=2)[NH:17][C:16]=1[C:21]1[C:22](=[O:31])[NH:23][C:24]2[C:29]([CH:30]=1)=[CH:28][CH:27]=[CH:26][CH:25]=2, predict the reactants needed to synthesize it. The reactants are: [CH3:1][S:2]([N:5]1[CH2:10][CH2:9][N:8]([CH2:11][C:12]2[CH:13]=[C:14]3[C:18](=[CH:19][CH:20]=2)[NH:17][C:16]([C:21]2[C:22](=[O:31])[NH:23][C:24]4[C:29]([CH:30]=2)=[CH:28][CH:27]=[CH:26][CH:25]=4)=[CH:15]3)[CH2:7][CH2:6]1)(=[O:4])=[O:3].[B-](F)(F)(F)[F:33].[B-](F)(F)(F)F.C1[N+]2(CCl)CC[N+](F)(CC2)C1.